This data is from Peptide-MHC class II binding affinity with 134,281 pairs from IEDB. The task is: Regression. Given a peptide amino acid sequence and an MHC pseudo amino acid sequence, predict their binding affinity value. This is MHC class II binding data. (1) The peptide sequence is AANTAGTTVYGAFAA. The MHC is HLA-DQA10501-DQB10301 with pseudo-sequence HLA-DQA10501-DQB10301. The binding affinity (normalized) is 0.591. (2) The peptide sequence is EAKITMLTNGQCQNI. The MHC is DRB1_0405 with pseudo-sequence DRB1_0405. The binding affinity (normalized) is 0.489. (3) The peptide sequence is KDKWIELKESWGAIWRIDTP. The MHC is HLA-DQA10301-DQB10302 with pseudo-sequence HLA-DQA10301-DQB10302. The binding affinity (normalized) is 0.237. (4) The peptide sequence is PNTDGIHIGDSSKVT. The MHC is HLA-DQA10102-DQB10502 with pseudo-sequence HLA-DQA10102-DQB10502. The binding affinity (normalized) is 0. (5) The peptide sequence is LLAMAVLAALFAGAW. The binding affinity (normalized) is 0.703. The MHC is DRB1_1602 with pseudo-sequence DRB1_1602. (6) The peptide sequence is PSSASPWSWPDLDLK. The binding affinity (normalized) is 0.282. The MHC is HLA-DQA10601-DQB10402 with pseudo-sequence YNFHQRXFATVTHILFFGGTYYDIEDSTVHLETT. (7) The peptide sequence is RGKVVLIDFWAYSCI. The MHC is DRB1_0701 with pseudo-sequence DRB1_0701. The binding affinity (normalized) is 0.0847.